This data is from Full USPTO retrosynthesis dataset with 1.9M reactions from patents (1976-2016). The task is: Predict the reactants needed to synthesize the given product. (1) Given the product [CH:17]1([N:5]2[C:4]3[N:3]=[C:2]([N:82]4[CH:83]=[CH:84][N:85]=[C:81]4[C:76]4[CH:77]=[CH:78][C:79]([F:80])=[C:74]([F:73])[CH:75]=4)[N:11]=[CH:10][C:9]=3[N:8]3[CH:12]=[N:13][N:14]=[C:7]3[C@H:6]2[CH2:15][CH3:16])[CH2:20][CH2:19][CH2:18]1, predict the reactants needed to synthesize it. The reactants are: Cl[C:2]1[N:11]=[CH:10][C:9]2[N:8]3[CH:12]=[N:13][N:14]=[C:7]3[C@@H:6]([CH2:15][CH3:16])[N:5]([CH:17]3[CH2:20][CH2:19][CH2:18]3)[C:4]=2[N:3]=1.C1C=CC(P(C2C(C3C(P(C4C=CC=CC=4)C4C=CC=CC=4)=CC=C4C=3C=CC=C4)=C3C(C=CC=C3)=CC=2)C2C=CC=CC=2)=CC=1.C([O-])([O-])=O.[Cs+].[Cs+].[F:73][C:74]1[CH:75]=[C:76]([C:81]2[NH:82][CH:83]=[CH:84][N:85]=2)[CH:77]=[CH:78][C:79]=1[F:80]. (2) Given the product [C:13]([C:10]1[CH:11]=[CH:12][C:7]([O:6][CH2:5][C:4]([O:3][CH2:1][CH3:2])=[O:37])=[CH:8][CH:9]=1)#[N:17], predict the reactants needed to synthesize it. The reactants are: [CH2:1]([O:3][C:4](=[O:37])[CH2:5][O:6][C:7]1[CH:12]=[CH:11][C:10]([C:13]2N(C(=O)C(C)C)C(C3C=CC(Cl)=CC=3)C(C3C=CC(Cl)=CC=3)[N:17]=2)=[CH:9][CH:8]=1)[CH3:2].OC1C=CC(C#N)=CC=1.BrCC(OCC)=O.